Dataset: Catalyst prediction with 721,799 reactions and 888 catalyst types from USPTO. Task: Predict which catalyst facilitates the given reaction. (1) Reactant: [I:1][C:2]1[CH:7]=[CH:6][C:5]([OH:8])=[C:4]([CH3:9])[CH:3]=1.Cl[C:11]([F:16])([F:15])C(O)=O.C(=O)([O-])[O-].[K+].[K+]. Product: [F:15][CH:11]([F:16])[O:8][C:5]1[CH:6]=[CH:7][C:2]([I:1])=[CH:3][C:4]=1[CH3:9]. The catalyst class is: 303. (2) Product: [C:1]([C:9]1[CH:10]=[CH:11][C:12]([O:13][CH2:14][C:15]([NH:60][CH2:59][CH2:58][NH:57][C:50](=[O:51])[O:52][C:53]([CH3:55])([CH3:54])[CH3:56])=[O:17])=[CH:18][CH:19]=1)(=[O:8])[C:2]1[CH:3]=[CH:4][CH:5]=[CH:6][CH:7]=1. The catalyst class is: 2. Reactant: [C:1]([C:9]1[CH:19]=[CH:18][C:12]([O:13][CH2:14][C:15]([OH:17])=O)=[CH:11][CH:10]=1)(=[O:8])[C:2]1[CH:7]=[CH:6][CH:5]=[CH:4][CH:3]=1.C(N(CC)CC)C.Cl.C(N=C=NCCCN(C)C)C.O.ON1C2C=CC=CC=2N=N1.[C:50]([NH:57][CH2:58][CH2:59][NH2:60])([O:52][C:53]([CH3:56])([CH3:55])[CH3:54])=[O:51]. (3) Reactant: [CH3:1][O:2][C:3](=[O:7])[CH:4]([CH3:6])[NH2:5].C(N(CC)CC)C.[F:15][C:16]([F:27])([F:26])[C:17]1[CH:25]=[CH:24][C:20]([C:21](Cl)=[O:22])=[CH:19][CH:18]=1.Cl. Product: [CH3:1][O:2][C:3](=[O:7])[CH:4]([NH:5][C:21](=[O:22])[C:20]1[CH:24]=[CH:25][C:17]([C:16]([F:15])([F:26])[F:27])=[CH:18][CH:19]=1)[CH3:6]. The catalyst class is: 229. (4) Reactant: C([Li])CCCCC.Br[C:9]1[CH:14]=[CH:13][CH:12]=[C:11]([S:15][CH3:16])[C:10]=1[F:17].[CH2:18]([N:20]1[CH2:25][CH2:24][C:23](=[O:26])[CH2:22][CH2:21]1)[CH3:19]. Product: [CH2:18]([N:20]1[CH2:25][CH2:24][C:23]([C:9]2[CH:14]=[CH:13][CH:12]=[C:11]([S:15][CH3:16])[C:10]=2[F:17])([OH:26])[CH2:22][CH2:21]1)[CH3:19]. The catalyst class is: 7. (5) The catalyst class is: 7. Product: [Cl:1][C:2]1[CH:3]=[C:4]([CH:9]=[CH:10][C:11]([CH3:18])=[CH:12][C:13]([OH:15])=[O:14])[CH:5]=[CH:6][C:7]=1[Cl:8]. Reactant: [Cl:1][C:2]1[CH:3]=[C:4]([CH:9]=[CH:10][C:11]([CH3:18])=[CH:12][C:13]([O:15]CC)=[O:14])[CH:5]=[CH:6][C:7]=1[Cl:8].[OH-].[Li+].O1CCOCC1. (6) The catalyst class is: 13. Reactant: [O:1]1[CH:5]=[CH:4][CH:3]=[CH:2]1.C([Li])CCC.[NH2:11][C:12]1[CH:17]=[CH:16][C:15]([Br:18])=[CH:14][C:13]=1[C:19](=[O:27])[C:20]([F:26])([F:25])[C:21]([F:24])([F:23])[F:22].[Cl-:28].[NH4+].C1C[O:33][CH2:32][CH2:31]1. Product: [Br:18][C:15]1[CH:16]=[CH:17][C:12]([NH:11][C:32](=[O:33])[CH2:31][Cl:28])=[C:13]([C:19]([C:2]2[O:1][CH:5]=[CH:4][CH:3]=2)([OH:27])[C:20]([F:26])([F:25])[C:21]([F:22])([F:23])[F:24])[CH:14]=1. (7) Reactant: [NH2:1][C@@H:2]1[CH2:7][CH2:6][CH2:5][CH2:4][C@H:3]1[NH2:8].[CH:9](=O)[C:10]1[CH:15]=[CH:14][CH:13]=[CH:12][CH:11]=1.[BH4-].[Na+]. Product: [CH2:9]([N:1]([CH2:9][C:10]1[CH:15]=[CH:14][CH:13]=[CH:12][CH:11]=1)[C@@H:2]1[CH2:7][CH2:6][CH2:5][CH2:4][C@H:3]1[NH2:8])[C:10]1[CH:15]=[CH:14][CH:13]=[CH:12][CH:11]=1. The catalyst class is: 8.